Task: Regression. Given two drug SMILES strings and cell line genomic features, predict the synergy score measuring deviation from expected non-interaction effect.. Dataset: NCI-60 drug combinations with 297,098 pairs across 59 cell lines (1) Drug 1: CC1C(C(CC(O1)OC2CC(CC3=C2C(=C4C(=C3O)C(=O)C5=C(C4=O)C(=CC=C5)OC)O)(C(=O)CO)O)N)O. Drug 2: C1=CC(=C(C=C1I)F)NC2=C(C=CC(=C2F)F)C(=O)NOCC(CO)O. Synergy scores: CSS=49.8, Synergy_ZIP=-6.93, Synergy_Bliss=-6.87, Synergy_Loewe=-4.58, Synergy_HSA=-1.01. Cell line: OVCAR3. (2) Drug 1: CCN(CC)CCNC(=O)C1=C(NC(=C1C)C=C2C3=C(C=CC(=C3)F)NC2=O)C. Drug 2: CC1=C(C(=O)C2=C(C1=O)N3CC4C(C3(C2COC(=O)N)OC)N4)N. Cell line: TK-10. Synergy scores: CSS=12.5, Synergy_ZIP=-6.71, Synergy_Bliss=-4.37, Synergy_Loewe=-5.16, Synergy_HSA=-2.52. (3) Drug 1: CCCS(=O)(=O)NC1=C(C(=C(C=C1)F)C(=O)C2=CNC3=C2C=C(C=N3)C4=CC=C(C=C4)Cl)F. Drug 2: CN(C(=O)NC(C=O)C(C(C(CO)O)O)O)N=O. Cell line: SK-MEL-28. Synergy scores: CSS=31.2, Synergy_ZIP=-3.65, Synergy_Bliss=-5.44, Synergy_Loewe=-20.1, Synergy_HSA=-5.50. (4) Drug 1: C1=CC(=CC=C1CCCC(=O)O)N(CCCl)CCCl. Drug 2: CC1C(C(CC(O1)OC2CC(CC3=C2C(=C4C(=C3O)C(=O)C5=CC=CC=C5C4=O)O)(C(=O)C)O)N)O. Cell line: SF-295. Synergy scores: CSS=42.4, Synergy_ZIP=0.991, Synergy_Bliss=2.59, Synergy_Loewe=-12.1, Synergy_HSA=3.67.